This data is from Reaction yield outcomes from USPTO patents with 853,638 reactions. The task is: Predict the reaction yield, written as a fraction of the theoretical maximum amount of product (1.0 means a 100% yield; for example, 0.34 means a 34% yield). (1) The reactants are ClC1N=C(NNCC#C)N=C(NNCCC)N=1.Cl.CNO.C([O:24][N:25]([CH3:40])[C:26]1[N:31]=[C:30]([NH:32][CH2:33][CH2:34][CH3:35])[N:29]=[C:28]([NH:36][CH2:37][C:38]#[CH:39])[N:27]=1)C. No catalyst specified. The product is [CH3:40][N:25]([C:26]1[N:27]=[C:28]([NH:36][CH2:37][CH2:38][CH3:39])[N:29]=[C:30]([NH:32][CH2:33][C:34]#[CH:35])[N:31]=1)[OH:24]. The yield is 0.810. (2) The product is [Cl:18][C:4]1[C:5]2[C:10]3[CH2:11][CH2:12][CH2:13][CH2:14][C:9]=3[S:8][C:6]=2[N:7]=[C:2]([NH2:1])[N:3]=1. The reactants are [NH2:1][C:2]1[NH:3][C:4](=O)[C:5]2[C:10]3[CH2:11][CH2:12][CH2:13][CH2:14][C:9]=3[S:8][C:6]=2[N:7]=1.O=P(Cl)(Cl)[Cl:18].C(Cl)(Cl)Cl.CCCCCC. The catalyst is C(OC(=O)C)(=O)C. The yield is 0.440.